From a dataset of Peptide-MHC class II binding affinity with 134,281 pairs from IEDB. Regression. Given a peptide amino acid sequence and an MHC pseudo amino acid sequence, predict their binding affinity value. This is MHC class II binding data. (1) The peptide sequence is QRKVFRELVRNCDLP. The MHC is HLA-DQA10303-DQB10402 with pseudo-sequence HLA-DQA10303-DQB10402. The binding affinity (normalized) is 0. (2) The peptide sequence is PVGEIYKRWIILGLN. The MHC is DRB1_0401 with pseudo-sequence DRB1_0401. The binding affinity (normalized) is 0.0888. (3) The peptide sequence is GGKAYMDVISRRDQR. The MHC is DRB1_0301 with pseudo-sequence DRB1_0301. The binding affinity (normalized) is 0.851. (4) The peptide sequence is HELQIVDKIDAAFKI. The MHC is DRB1_0404 with pseudo-sequence DRB1_0404. The binding affinity (normalized) is 0.473. (5) The peptide sequence is FVAGAKYMVIQGEPG. The MHC is DRB1_0701 with pseudo-sequence DRB1_0701. The binding affinity (normalized) is 0.635.